Regression. Given two drug SMILES strings and cell line genomic features, predict the synergy score measuring deviation from expected non-interaction effect. From a dataset of NCI-60 drug combinations with 297,098 pairs across 59 cell lines. Drug 1: C1C(C(OC1N2C=C(C(=O)NC2=O)F)CO)O. Drug 2: CC1=C(C(CCC1)(C)C)C=CC(=CC=CC(=CC(=O)O)C)C. Cell line: MCF7. Synergy scores: CSS=21.5, Synergy_ZIP=-3.80, Synergy_Bliss=-2.75, Synergy_Loewe=0.915, Synergy_HSA=1.86.